This data is from Full USPTO retrosynthesis dataset with 1.9M reactions from patents (1976-2016). The task is: Predict the reactants needed to synthesize the given product. (1) Given the product [O-:15][S:13]([C:16]([F:19])([F:18])[F:17])(=[O:14])=[O:12].[CH2:2]([N+:6]1[CH:10]=[CH:9][N:8]([CH3:11])[CH:7]=1)[CH2:3][CH2:4][CH3:5], predict the reactants needed to synthesize it. The reactants are: [Cl-].[CH2:2]([N+:6]1[CH:10]=[CH:9][N:8]([CH3:11])[CH:7]=1)[CH2:3][CH2:4][CH3:5].[O:12](C)[S:13]([C:16]([F:19])([F:18])[F:17])(=[O:15])=[O:14]. (2) Given the product [ClH:39].[ClH:39].[ClH:39].[NH2:7][C@H:8]1[CH2:13][CH2:12][CH2:11][N:10]([C:14]2[N:15]=[CH:16][C:17]([NH:20][C:21]3[C:30]4[C:25](=[CH:26][CH:27]=[C:28]([C:31]5[CH:36]=[C:35]([F:37])[C:34]([OH:38])=[C:33]([Cl:39])[CH:32]=5)[N:29]=4)[N:24]=[CH:23][C:22]=3[C:40]([CH:42]3[CH2:45][CH2:44][CH2:43]3)=[O:41])=[CH:18][CH:19]=2)[CH2:9]1, predict the reactants needed to synthesize it. The reactants are: C(OC(=O)[NH:7][C@H:8]1[CH2:13][CH2:12][CH2:11][N:10]([C:14]2[CH:19]=[CH:18][C:17]([NH:20][C:21]3[C:30]4[C:25](=[CH:26][CH:27]=[C:28]([C:31]5[CH:36]=[C:35]([F:37])[C:34]([OH:38])=[C:33]([Cl:39])[CH:32]=5)[N:29]=4)[N:24]=[CH:23][C:22]=3[C:40]([CH:42]3[CH2:45][CH2:44][CH2:43]3)=[O:41])=[CH:16][N:15]=2)[CH2:9]1)(C)(C)C.C(O)(C(F)(F)F)=O.